From a dataset of Forward reaction prediction with 1.9M reactions from USPTO patents (1976-2016). Predict the product of the given reaction. (1) Given the reactants Cl[C:2]1[CH:7]=[C:6]([Cl:8])[N:5]=[C:4]([C:9]2[CH:14]=[CH:13][CH:12]=[CH:11][CH:10]=2)[N:3]=1.[OH:15][CH:16]1[CH2:21][CH2:20][NH:19][CH2:18][CH2:17]1.O, predict the reaction product. The product is: [Cl:8][C:6]1[N:5]=[C:4]([C:9]2[CH:14]=[CH:13][CH:12]=[CH:11][CH:10]=2)[N:3]=[C:2]([N:19]2[CH2:20][CH2:21][CH:16]([OH:15])[CH2:17][CH2:18]2)[CH:7]=1. (2) Given the reactants [C:1]([O:5][C:6]([N:8]1[CH2:13][CH2:12][NH:11][CH:10]([C:14]([O:16][CH2:17][CH3:18])=[O:15])[CH2:9]1)=[O:7])([CH3:4])([CH3:3])[CH3:2].[Cl:19][C:20]1[CH:21]=[C:22]2[C:27](=[CH:28][CH:29]=1)[CH:26]=[C:25]([S:30](Cl)(=[O:32])=[O:31])[CH:24]=[CH:23]2.C(N(C(C)C)CC)(C)C, predict the reaction product. The product is: [C:1]([O:5][C:6]([N:8]1[CH2:13][CH2:12][N:11]([S:30]([C:25]2[CH:24]=[CH:23][C:22]3[C:27](=[CH:28][CH:29]=[C:20]([Cl:19])[CH:21]=3)[CH:26]=2)(=[O:31])=[O:32])[CH:10]([C:14]([O:16][CH2:17][CH3:18])=[O:15])[CH2:9]1)=[O:7])([CH3:4])([CH3:3])[CH3:2].